From a dataset of Rat liver microsome stability data. Regression/Classification. Given a drug SMILES string, predict its absorption, distribution, metabolism, or excretion properties. Task type varies by dataset: regression for continuous measurements (e.g., permeability, clearance, half-life) or binary classification for categorical outcomes (e.g., BBB penetration, CYP inhibition). Dataset: rlm. (1) The compound is C[C@@H]1OCC2(CCN(c3nc(N)c(Sc4cccnc4C(F)(F)F)c(=O)n3C)CC2)[C@@H]1N. The result is 0 (unstable in rat liver microsomes). (2) The molecule is Cc1cnc2c(C(F)(F)F)cccc2c1-c1cccc(Oc2cc(Cl)cc(S(C)(=O)=O)c2)c1. The result is 0 (unstable in rat liver microsomes). (3) The compound is CNS(=O)(=O)c1cncc(-c2ccn3nc(N)nc3c2)c1. The result is 0 (unstable in rat liver microsomes). (4) The compound is Cc1cccc(N2CCC(C(=O)Nc3ccc4c(c3)NC(=O)CO4)CC2)c1C. The result is 1 (stable in rat liver microsomes). (5) The drug is Cc1ccc(C(=O)Nc2nc(-c3ccccn3)cs2)cc1S(=O)(=O)N1CCOCC1. The result is 1 (stable in rat liver microsomes). (6) The drug is O=C(NOCCO)c1c(Nc2ccc(I)cc2F)cc(=O)n2c1CCC2. The result is 0 (unstable in rat liver microsomes). (7) The molecule is COc1ccc(Nc2cnc3ccc(-c4ccc(OC)c(OC)c4)nn23)cc1. The result is 1 (stable in rat liver microsomes).